Dataset: Forward reaction prediction with 1.9M reactions from USPTO patents (1976-2016). Task: Predict the product of the given reaction. (1) Given the reactants IC.[N+:3]([C:6]1[CH:11]=[CH:10][C:9]([N:12]2[CH2:17][CH2:16][CH2:15][C@@H:14]([NH:18][CH:19]3[CH2:22][O:21][CH2:20]3)[CH2:13]2)=[CH:8][C:7]=1[O:23][CH:24]([CH3:26])[CH3:25])([O-:5])=[O:4].[C:27](=O)([O-])[O-].[Cs+].[Cs+].O, predict the reaction product. The product is: [CH3:27][N:18]([CH:19]1[CH2:22][O:21][CH2:20]1)[C@@H:14]1[CH2:15][CH2:16][CH2:17][N:12]([C:9]2[CH:10]=[CH:11][C:6]([N+:3]([O-:5])=[O:4])=[C:7]([O:23][CH:24]([CH3:26])[CH3:25])[CH:8]=2)[CH2:13]1. (2) Given the reactants [C:1]([C:4]1[CH:13]=[CH:12][C:7]([C:8]([O:10][CH3:11])=[O:9])=[CH:6][CH:5]=1)(=[O:3])[CH3:2].[Br:14]Br, predict the reaction product. The product is: [Br:14][CH2:2][C:1]([C:4]1[CH:13]=[CH:12][C:7]([C:8]([O:10][CH3:11])=[O:9])=[CH:6][CH:5]=1)=[O:3]. (3) The product is: [Br:14][C:15]1[CH:16]=[CH:17][C:18]([O:23][CH3:24])=[C:19]([CH:20]([C:5]2[CH:6]=[CH:7][C:2]([Br:1])=[CH:3][CH:4]=2)[OH:21])[CH:22]=1. Given the reactants [Br:1][C:2]1[CH:7]=[CH:6][C:5](Br)=[CH:4][CH:3]=1.[Li]CCCC.[Br:14][C:15]1[CH:16]=[CH:17][C:18]([O:23][CH3:24])=[C:19]([CH:22]=1)[CH:20]=[O:21], predict the reaction product.